Dataset: Catalyst prediction with 721,799 reactions and 888 catalyst types from USPTO. Task: Predict which catalyst facilitates the given reaction. Reactant: N(OCCC(C)C)=O.N[C:10]1[N:11]=[CH:12][N:13]([CH3:20])[C:14]=1[C:15]([O:17][CH2:18][CH3:19])=[O:16].C(I)[I:22]. Product: [I:22][C:10]1[N:11]=[CH:12][N:13]([CH3:20])[C:14]=1[C:15]([O:17][CH2:18][CH3:19])=[O:16]. The catalyst class is: 22.